Dataset: Catalyst prediction with 721,799 reactions and 888 catalyst types from USPTO. Task: Predict which catalyst facilitates the given reaction. (1) Reactant: [OH:1][CH:2]([CH:16]([N:23]1[C:31]2[C:26](=[CH:27][CH:28]=[CH:29][CH:30]=2)[CH:25]=[CH:24]1)[C:17]1[CH:22]=[CH:21][CH:20]=[CH:19][CH:18]=1)[CH2:3][O:4][C:5](=[O:15])[C:6]1[CH:11]=[CH:10][C:9]([N+:12]([O-:14])=[O:13])=[CH:8][CH:7]=1.C(N(CC)CC)C.[CH3:39][S:40](Cl)(=[O:42])=[O:41]. Product: [N:23]1([CH:16]([C:17]2[CH:22]=[CH:21][CH:20]=[CH:19][CH:18]=2)[CH:2]([O:1][S:40]([CH3:39])(=[O:42])=[O:41])[CH2:3][O:4][C:5](=[O:15])[C:6]2[CH:11]=[CH:10][C:9]([N+:12]([O-:14])=[O:13])=[CH:8][CH:7]=2)[C:31]2[C:26](=[CH:27][CH:28]=[CH:29][CH:30]=2)[CH:25]=[CH:24]1. The catalyst class is: 4. (2) The catalyst class is: 730. Reactant: [CH:1]1([N:4]([CH2:6][C:7]2[CH:12]=[CH:11][CH:10]=[C:9]([C:13]#[CH:14])[CH:8]=2)[CH3:5])[CH2:3][CH2:2]1.Br[C:16]1[CH:17]=[C:18]2[C:23](=[C:24](CNC3CC3)[CH:25]=1)[O:22][C:21](C)(C)[CH2:20][C:19]2(C)C.[CH2:35](N(CC)CC)C.[C:42](OCC)(=[O:44])[CH3:43]. Product: [CH2:42]([O:44][C:21](=[O:22])[C:20]([CH3:35])=[CH:19][C:18]1[CH:17]=[CH:16][C:25]([C:14]#[C:13][C:9]2[CH:10]=[CH:11][CH:12]=[C:7]([CH2:6][N:4]([CH:1]3[CH2:3][CH2:2]3)[CH3:5])[CH:8]=2)=[CH:24][CH:23]=1)[CH3:43].